Dataset: Peptide-MHC class I binding affinity with 185,985 pairs from IEDB/IMGT. Task: Regression. Given a peptide amino acid sequence and an MHC pseudo amino acid sequence, predict their binding affinity value. This is MHC class I binding data. (1) The peptide sequence is YTVRGTGKY. The MHC is HLA-A29:02 with pseudo-sequence HLA-A29:02. The binding affinity (normalized) is 1.00. (2) The peptide sequence is IIKGIVNLYK. The MHC is HLA-A11:01 with pseudo-sequence HLA-A11:01. The binding affinity (normalized) is 0.534. (3) The peptide sequence is KYQSPVNIF. The MHC is HLA-B15:01 with pseudo-sequence HLA-B15:01. The binding affinity (normalized) is 0.0847. (4) The peptide sequence is AAVDLSHFL. The MHC is HLA-A11:01 with pseudo-sequence HLA-A11:01. The binding affinity (normalized) is 0.00269. (5) The peptide sequence is ASCMGLIYNR. The MHC is HLA-A03:01 with pseudo-sequence HLA-A03:01. The binding affinity (normalized) is 0.380. (6) The peptide sequence is LGPHYTPKIV. The MHC is Mamu-B03 with pseudo-sequence Mamu-B03. The binding affinity (normalized) is 0.